Dataset: Full USPTO retrosynthesis dataset with 1.9M reactions from patents (1976-2016). Task: Predict the reactants needed to synthesize the given product. Given the product [C:9]([C:8]1[CH:11]=[CH:12][C:5]([N:4]([CH2:17][C:18]([F:19])([F:20])[F:21])[CH2:3][CH2:2][NH:1][C:22](=[O:29])[C:23]2[CH:28]=[CH:27][CH:26]=[CH:25][CH:24]=2)=[CH:6][C:7]=1[C:13]([F:15])([F:16])[F:14])#[N:10], predict the reactants needed to synthesize it. The reactants are: [NH2:1][CH2:2][CH2:3][N:4]([CH2:17][C:18]([F:21])([F:20])[F:19])[C:5]1[CH:12]=[CH:11][C:8]([C:9]#[N:10])=[C:7]([C:13]([F:16])([F:15])[F:14])[CH:6]=1.[C:22](Cl)(=[O:29])[C:23]1[CH:28]=[CH:27][CH:26]=[CH:25][CH:24]=1.